Dataset: Forward reaction prediction with 1.9M reactions from USPTO patents (1976-2016). Task: Predict the product of the given reaction. (1) Given the reactants Cl[C:2]1[N:7]=[C:6]([C:8]2[CH:13]=[CH:12][CH:11]=[C:10]([O:14][CH3:15])[CH:9]=2)[N:5]=[C:4]([NH:16][C:17]2[CH:22]=[CH:21][CH:20]=[C:19]([N+:23]([O-:25])=[O:24])[CH:18]=2)[N:3]=1.Cl.[NH2:27][OH:28].C([O-])([O-])=O.[Na+].[Na+], predict the reaction product. The product is: [OH:28][NH:27][C:2]1[N:7]=[C:6]([C:8]2[CH:13]=[CH:12][CH:11]=[C:10]([O:14][CH3:15])[CH:9]=2)[N:5]=[C:4]([NH:16][C:17]2[CH:22]=[CH:21][CH:20]=[C:19]([N+:23]([O-:25])=[O:24])[CH:18]=2)[N:3]=1. (2) Given the reactants [C:1]([O:5][C:6](=[O:14])[NH:7][C:8]1[CH:13]=[CH:12][N:11]=[CH:10][CH:9]=1)([CH3:4])([CH3:3])[CH3:2].[Li]C(C)(C)C.[CH2:20]([O:22][C:23](=[O:29])[C:24](OCC)=[O:25])[CH3:21], predict the reaction product. The product is: [CH2:20]([O:22][C:23](=[O:29])[C:24]([C:9]1[CH:10]=[N:11][CH:12]=[CH:13][C:8]=1[NH:7][C:6]([O:5][C:1]([CH3:4])([CH3:2])[CH3:3])=[O:14])=[O:25])[CH3:21]. (3) Given the reactants [N:12]1[C:13]2[C:8](=CC=[C:8]3[C:13]=2[N:12]=[CH:11][CH:10]=[CH:9]3)[CH:9]=[CH:10][CH:11]=1.C([O-])([O-])=O.[Cs+].[Cs+].IC1C=NC=CC=1.[CH:28]([OH:31])([CH3:30])[CH3:29], predict the reaction product. The product is: [CH:28]([O:31][C:8]1[CH:13]=[N:12][CH:11]=[CH:10][CH:9]=1)([CH3:30])[CH3:29]. (4) Given the reactants [N+:1]([C:4]1[C:5]([NH:11][C:12]2[CH:21]=[C:20]3[C:15]([CH:16]=[CH:17][CH:18]=[C:19]3[N:22]3[CH2:27][CH2:26][N:25]([C:28]([O:30][C:31]([CH3:34])([CH3:33])[CH3:32])=[O:29])[CH2:24][CH2:23]3)=[CH:14][CH:13]=2)=[N+:6]([O-])[CH:7]=[CH:8][CH:9]=1)([O-])=O.C([O-])=O.[NH4+], predict the reaction product. The product is: [NH2:1][C:4]1[C:5]([NH:11][C:12]2[CH:21]=[C:20]3[C:15]([CH:16]=[CH:17][CH:18]=[C:19]3[N:22]3[CH2:27][CH2:26][N:25]([C:28]([O:30][C:31]([CH3:34])([CH3:33])[CH3:32])=[O:29])[CH2:24][CH2:23]3)=[CH:14][CH:13]=2)=[N:6][CH:7]=[CH:8][CH:9]=1.